From a dataset of Catalyst prediction with 721,799 reactions and 888 catalyst types from USPTO. Predict which catalyst facilitates the given reaction. (1) Reactant: [Cl:1][C:2]1[CH:3]=[C:4]([C:9]2[CH2:14][CH2:13][CH:12]([C:15]([O:17][CH2:18][CH3:19])=[O:16])[CH2:11][CH:10]=2)[CH:5]=[CH:6][C:7]=1[F:8]. Product: [Cl:1][C:2]1[CH:3]=[C:4]([C@H:9]2[CH2:10][CH2:11][C@H:12]([C:15]([O:17][CH2:18][CH3:19])=[O:16])[CH2:13][CH2:14]2)[CH:5]=[CH:6][C:7]=1[F:8]. The catalyst class is: 99. (2) Reactant: [CH2:1]([C:3]1[C:7]2[CH:8]=[CH:9][CH:10]=[CH:11][C:6]=2[O:5][C:4]=1[CH2:12][NH:13][CH3:14])[CH3:2].[O:15]=[C:16]1[CH2:21][O:20][C:19]2[CH:22]=[C:23](/[CH:26]=[CH:27]/[C:28]([OH:30])=O)[CH:24]=[N:25][C:18]=2[NH:17]1.ON1C2C=CC=CC=2N=N1.C(N(C(C)C)CC)(C)C.CN(C)CCCN=C=NCC. Product: [CH2:1]([C:3]1[C:7]2[CH:8]=[CH:9][CH:10]=[CH:11][C:6]=2[O:5][C:4]=1[CH2:12][N:13]([CH3:14])[C:28](=[O:30])/[CH:27]=[CH:26]/[C:23]1[CH:24]=[N:25][C:18]2[NH:17][C:16](=[O:15])[CH2:21][O:20][C:19]=2[CH:22]=1)[CH3:2]. The catalyst class is: 18. (3) Reactant: [Mn]([O-])(=O)(=O)=[O:2].[K+].[Cl:7][C:8]1[CH:9]=[C:10]([C:20](=[O:22])C)[CH:11]=[CH:12][C:13]=1[CH:14]1[CH2:19][CH2:18][CH2:17][CH2:16][CH2:15]1. Product: [Cl:7][C:8]1[CH:9]=[C:10]([CH:11]=[CH:12][C:13]=1[CH:14]1[CH2:15][CH2:16][CH2:17][CH2:18][CH2:19]1)[C:20]([OH:22])=[O:2]. The catalyst class is: 12. (4) Reactant: [F:1][C:2]1[CH:3]=[C:4]([NH:8][C:9]([C:11]2[NH:12][C:13]([C:16](=O)[C:17]3[CH:22]=[C:21]([N+:23]([O-:25])=[O:24])[CH:20]=[CH:19][C:18]=3Cl)=[CH:14][CH:15]=2)=[O:10])[CH:5]=[CH:6][CH:7]=1.ClC1C=CC([N+]([O-])=O)=CC=1CC1NC(C(O)=O)=CC=1.O.[NH2:48][NH2:49].C1(C)C=CC=CC=1. Product: [F:1][C:2]1[CH:3]=[C:4]([NH:8][C:9]([C:11]2[NH:12][C:13]([C:16]3[C:17]4[C:18](=[CH:19][CH:20]=[C:21]([N+:23]([O-:25])=[O:24])[CH:22]=4)[NH:49][N:48]=3)=[CH:14][CH:15]=2)=[O:10])[CH:5]=[CH:6][CH:7]=1. The catalyst class is: 60.